The task is: Predict the reaction yield, written as a fraction of the theoretical maximum amount of product (1.0 means a 100% yield; for example, 0.34 means a 34% yield).. This data is from Reaction yield outcomes from USPTO patents with 853,638 reactions. (1) The reactants are IC1C2C(=CC([C@H]3[C@@]4(C5C(=CC=C(OC)C=5)NC4=O)C3)=CC=2)NN=1.CN1CCN(C2C=CC(B3OC(C)(C)C(C)(C)O3)=CC=2)CC1.[Li+].[Cl-:48].C([O-])([O-])=O.[Na+].[Na+].[I-].Cl.[CH3:57][O:58][C:59]1[CH:60]=[C:61]2[C:65](=[CH:66][CH:67]=1)[NH:64][C:63](=[O:68])[C@:62]12[CH2:70][C@H:69]1[C:71]1[CH:79]=[C:78]2[C:74]([C:75]([C:80]3[CH:85]=[CH:84][C:83]([N:86]4[CH2:91][CH2:90][N:89]([CH3:92])[CH2:88][CH2:87]4)=[CH:82][CH:81]=3)=[N:76][NH:77]2)=[CH:73][CH:72]=1. The catalyst is O1CCOCC1.C1COCC1.C1C=CC([P]([Pd]([P](C2C=CC=CC=2)(C2C=CC=CC=2)C2C=CC=CC=2)([P](C2C=CC=CC=2)(C2C=CC=CC=2)C2C=CC=CC=2)[P](C2C=CC=CC=2)(C2C=CC=CC=2)C2C=CC=CC=2)(C2C=CC=CC=2)C2C=CC=CC=2)=CC=1. The product is [ClH:48].[CH3:57][O:58][C:59]1[CH:60]=[C:61]2[C:65](=[CH:66][CH:67]=1)[NH:64][C:63](=[O:68])[C@:62]12[CH2:70][C@H:69]1[C:71]1[CH:79]=[C:78]2[C:74]([C:75]([C:80]3[CH:81]=[CH:82][C:83]([N:86]4[CH2:87][CH2:88][N:89]([CH3:92])[CH2:90][CH2:91]4)=[CH:84][CH:85]=3)=[N:76][NH:77]2)=[CH:73][CH:72]=1. The yield is 0.420. (2) The reactants are [Br:1][C:2]1[CH:3]=[C:4](I)[C:5]([NH:8][C:9](=[O:11])[CH3:10])=[N:6][CH:7]=1.C(N(CC)CC)C.[CH3:20][Si:21]([C:24]#[CH:25])([CH3:23])[CH3:22]. The catalyst is ClCCl.Cl[Pd-2](Cl)(P(C1C=CC=CC=1)(C1C=CC=CC=1)C1C=CC=CC=1)P(C1C=CC=CC=1)(C1C=CC=CC=1)C1C=CC=CC=1.[Cu]I. The product is [Br:1][C:2]1[CH:3]=[C:4]([C:25]#[C:24][Si:21]([CH3:23])([CH3:22])[CH3:20])[C:5]([NH:8][C:9](=[O:11])[CH3:10])=[N:6][CH:7]=1. The yield is 0.810. (3) The reactants are [C:1]1([N:7]2[C:12]3[CH:13]=[CH:14][CH:15]=[CH:16][C:11]=3[O:10][CH2:9][S:8]2(=[O:18])=[O:17])[CH:6]=[CH:5][CH:4]=[CH:3][CH:2]=1.C[Si]([N-][Si](C)(C)C)(C)C.[Li+].[CH2:29](Br)[CH:30]=[CH2:31]. The catalyst is O1CCCC1. The product is [CH2:31]([CH:9]1[O:10][C:11]2[CH:16]=[CH:15][CH:14]=[CH:13][C:12]=2[N:7]([C:1]2[CH:2]=[CH:3][CH:4]=[CH:5][CH:6]=2)[S:8]1(=[O:17])=[O:18])[CH:30]=[CH2:29]. The yield is 0.420. (4) The reactants are [C:1]1([C@H:13]2[CH2:18][CH2:17][C@H:16]([CH:19]=[N:20]O)[CH2:15][CH2:14]2)[N:2]=[N:3][N:4]2[C:9]=1[C:8]1[CH:10]=[CH:11][NH:12][C:7]=1[N:6]=[CH:5]2.FC(F)(F)S(OS(C(F)(F)F)(=O)=O)(=O)=O.N12CCCN=C1CCCCC2.O. The catalyst is ClCCl. The product is [C:1]1([C@H:13]2[CH2:14][CH2:15][C@H:16]([C:19]#[N:20])[CH2:17][CH2:18]2)[N:2]=[N:3][N:4]2[C:9]=1[C:8]1[CH:10]=[CH:11][NH:12][C:7]=1[N:6]=[CH:5]2. The yield is 0.590. (5) The reactants are [C:1](O)([C:3](F)(F)F)=[O:2].C(Cl)(=O)C.BrC1[CH:18]=[CH:17][C:16]([CH2:19][C:20]([C:22]2[CH:27]=[CH:26][C:25]([Cl:28])=[CH:24][CH:23]=2)=O)=[CH:15][CH:14]=1. No catalyst specified. The product is [Cl:28][C:25]1[CH:26]=[CH:27][C:22]([C:20]#[C:19][C:16]2[CH:17]=[CH:18][C:3]([CH:1]=[O:2])=[CH:14][CH:15]=2)=[CH:23][CH:24]=1. The yield is 0.745. (6) The reactants are C([O:3][C:4]([C:6]1[S:24][C:9]2[N:10]=[C:11]([S:22][CH3:23])[N:12]=[C:13]([C:14]3[CH:19]=[CH:18][C:17]([Cl:20])=[C:16]([Cl:21])[CH:15]=3)[C:8]=2[C:7]=1[NH2:25])=[O:5])C.[Li+].[OH-].O.Cl. The catalyst is O.C1COCC1. The product is [NH2:25][C:7]1[C:8]2[C:13]([C:14]3[CH:19]=[CH:18][C:17]([Cl:20])=[C:16]([Cl:21])[CH:15]=3)=[N:12][C:11]([S:22][CH3:23])=[N:10][C:9]=2[S:24][C:6]=1[C:4]([OH:5])=[O:3]. The yield is 0.880.